This data is from Reaction yield outcomes from USPTO patents with 853,638 reactions. The task is: Predict the reaction yield, written as a fraction of the theoretical maximum amount of product (1.0 means a 100% yield; for example, 0.34 means a 34% yield). (1) The reactants are [F:1][C:2]1[CH:25]=[C:24]([N+:26]([O-:28])=[O:27])[CH:23]=[CH:22][C:3]=1[O:4][C:5]1[C:14]2[C:9](=[CH:10][C:11]([O:15][C:16]([CH3:21])([CH3:20])[C:17]([OH:19])=[O:18])=[CH:12][CH:13]=2)[N:8]=[CH:7][CH:6]=1.[CH3:29]CN=C=NCCCN(C)C.C1C=NC2N(O)N=NC=2C=1.CO. The catalyst is C(Cl)Cl. The product is [F:1][C:2]1[CH:25]=[C:24]([N+:26]([O-:28])=[O:27])[CH:23]=[CH:22][C:3]=1[O:4][C:5]1[C:14]2[C:9](=[CH:10][C:11]([O:15][C:16]([CH3:21])([CH3:20])[C:17]([O:19][CH3:29])=[O:18])=[CH:12][CH:13]=2)[N:8]=[CH:7][CH:6]=1. The yield is 0.965. (2) The reactants are Br[C:2]1[N:3]=[C:4]([NH:23][CH2:24][CH:25]([CH3:27])[CH3:26])[C:5]2[N:6]([C:8]([C:11]3[CH:22]=[CH:21][C:14]([C:15]([NH:17][CH:18]4[CH2:20][CH2:19]4)=[O:16])=[CH:13][CH:12]=3)=[CH:9][N:10]=2)[CH:7]=1.[S:28]1(=[O:35])(=[O:34])[CH2:33][CH2:32][CH2:31][CH2:30][NH:29]1.N1C=CC=CC=1C1C=CC=CN=1. The catalyst is CN(C=O)C.[Cu-]=O. The product is [CH:18]1([NH:17][C:15](=[O:16])[C:14]2[CH:21]=[CH:22][C:11]([C:8]3[N:6]4[CH:7]=[C:2]([N:29]5[CH2:30][CH2:31][CH2:32][CH2:33][S:28]5(=[O:35])=[O:34])[N:3]=[C:4]([NH:23][CH2:24][CH:25]([CH3:27])[CH3:26])[C:5]4=[N:10][CH:9]=3)=[CH:12][CH:13]=2)[CH2:20][CH2:19]1. The yield is 0.0400. (3) The reactants are [CH3:1][N:2]1[CH:6]=[CH:5][N:4]=[CH:3]1.Cl[Si](CC)(CC)CC.[Cl:15][C:16]1[CH:21]=[CH:20][C:19]([C:22]([C:24]2[CH:29]=[CH:28][C:27]([N+:30]([O-:32])=[O:31])=[CH:26][CH:25]=2)=[O:23])=[CH:18][CH:17]=1. The catalyst is CCCCCC.C1COCC1. The product is [Cl:15][C:16]1[CH:17]=[CH:18][C:19]([C:22]([C:24]2[CH:29]=[CH:28][C:27]([N+:30]([O-:32])=[O:31])=[CH:26][CH:25]=2)([C:3]2[N:2]([CH3:1])[CH:6]=[CH:5][N:4]=2)[OH:23])=[CH:20][CH:21]=1.[Cl:15][C:16]1[CH:17]=[CH:18][C:19]([C:22]([C:24]2[CH:29]=[CH:28][C:27]([N+:30]([O-:32])=[O:31])=[CH:26][CH:25]=2)([C:6]2[N:2]([CH3:1])[CH:3]=[N:4][CH:5]=2)[OH:23])=[CH:20][CH:21]=1. The yield is 0.200. (4) The reactants are [F:1][CH:2]([F:37])[O:3][C:4]1[CH:9]=[CH:8][C:7]([N:10]2[CH:14]=[CH:13][C:12]([C:15]([NH:17][C:18]3[CH:23]=[CH:22][C:21]([C@@H:24]4[O:29][CH2:28][CH2:27][N:26](C(OC(C)(C)C)=O)[CH2:25]4)=[CH:20][CH:19]=3)=[O:16])=[N:11]2)=[CH:6][CH:5]=1.[ClH:38].CCOCC. The catalyst is O1CCOCC1. The product is [ClH:38].[F:37][CH:2]([F:1])[O:3][C:4]1[CH:9]=[CH:8][C:7]([N:10]2[CH:14]=[CH:13][C:12]([C:15]([NH:17][C:18]3[CH:23]=[CH:22][C:21]([C@@H:24]4[O:29][CH2:28][CH2:27][NH:26][CH2:25]4)=[CH:20][CH:19]=3)=[O:16])=[N:11]2)=[CH:6][CH:5]=1. The yield is 0.790.